From a dataset of Forward reaction prediction with 1.9M reactions from USPTO patents (1976-2016). Predict the product of the given reaction. Given the reactants Br[C:2]1[CH:3]=[C:4]([CH2:9][NH:10][C:11]([C:13]2[CH:18]=[CH:17][CH:16]=[C:15]([C:19]([NH:21][CH2:22][C:23]3[C:24]([NH:36][CH:37]4[CH2:42][CH2:41][O:40][CH2:39][CH2:38]4)=[C:25]4[CH:33]=[N:32][N:31]([CH2:34][CH3:35])[C:26]4=[N:27][C:28]=3[CH2:29][CH3:30])=[O:20])[N:14]=2)=[O:12])[CH:5]=[CH:6][C:7]=1[CH3:8].[CH3:43][N:44]1[CH2:49][CH2:48][CH:47]([CH2:50][C:51]2[CH:56]=[CH:55][CH:54]=[C:53](B3OC(C)(C)C(C)(C)O3)[CH:52]=2)[CH2:46][CH2:45]1.C([O-])([O-])=O.[Na+].[Na+], predict the reaction product. The product is: [CH2:34]([N:31]1[C:26]2=[N:27][C:28]([CH2:29][CH3:30])=[C:23]([CH2:22][NH:21][C:19]([C:15]3[CH:16]=[CH:17][CH:18]=[C:13]([C:11]([NH:10][CH2:9][C:4]4[CH:3]=[C:2]([C:55]5[CH:54]=[CH:53][CH:52]=[C:51]([CH2:50][CH:47]6[CH2:48][CH2:49][N:44]([CH3:43])[CH2:45][CH2:46]6)[CH:56]=5)[C:7]([CH3:8])=[CH:6][CH:5]=4)=[O:12])[N:14]=3)=[O:20])[C:24]([NH:36][CH:37]3[CH2:42][CH2:41][O:40][CH2:39][CH2:38]3)=[C:25]2[CH:33]=[N:32]1)[CH3:35].